From a dataset of Experimentally validated miRNA-target interactions with 360,000+ pairs, plus equal number of negative samples. Binary Classification. Given a miRNA mature sequence and a target amino acid sequence, predict their likelihood of interaction. (1) Result: 1 (interaction). The miRNA is mmu-miR-301b-3p with sequence CAGUGCAAUGGUAUUGUCAAAGC. The protein sequence of the target gene is MAETNNECSIKVLCRFRPLNQAEILRGDKFIPIFQGDDSVIIGGKPYVFDRVFPPNTTQEQVYHACAMQIVKDVLAGYNGTIFAYGQTSSGKTHTMEGKLHDPQLMGIIPRIARDIFNHIYSMDENLEFHIKVSYFEIYLDKIRDLLDVTKTNLSVHEDKNRVPFVKGCTERFVSSPEEILDVIDEGKSNRHVAVTNMNEHSSRSHSIFLINIKQENVETEQKLSGKLYLVDLAGSEKVSKTGAEGAVLDEAKNINKSLSALGNVISALAEGTKSYVPYRDSKMTRILQDSLGGNCRTTM.... (2) The miRNA is hsa-miR-6827-3p with sequence ACCGUCUCUUCUGUUCCCCAG. The protein sequence of the target gene is MGSVSNQQFAGGCAKAAEKAPEEAPPDAARAADEPQLLHGAGICKWFNVRMGFGFLSMTARAGVALDPPVDVFVHQSKLHMEGFRSLKEGEAVEFTFKKSAKGLESIRVTGPGGVFCIGSERRPKGKNMQKRRSKGDRCYNCGGLDHHAKECKLPPQPKKCHFCQSINHMVASCPLKAQQGPSSQGKPAYFREEEEEIHSPALLPEAQN. Result: 0 (no interaction). (3) Result: 0 (no interaction). The miRNA is hsa-miR-4269 with sequence GCAGGCACAGACAGCCCUGGC. The protein sequence of the target gene is MAEAVLIDLFGLKLNSQKNCHQTLLKTLNAVQYHHAAKAKFLCIMCCSNISYERDGEQDNCEIETSNGLSALLEEFEIVSCPSMAATLYTIKQKIDEKNLSSIKVIVPRHRKTLMKAFIDQLFTDVYNFEFEDLQVTFRGGLFKQSIEINVITAQELRGIQNEIETFLRSLPALRGKLTIITSSLIPDIFIHGFTTRTGGISYIPTLSSFNLFSSSKRRDPKVVVQENLRRLANAAGFNVEKFYRIKTHHSNDIWIMGRKEPDSYDGITTNQRGVTIAALGADCIPIVFADPVKKACGVA.... (4) The miRNA is mmu-miR-3089-5p with sequence UGAGUUCAGGGACAGCGUGUCU. The protein sequence of the target gene is MEQRLAEFREARKRASLVAQPSTSSQSVQTSGAKAEPAAATPKTATGWLTRFLKRKANPAIAQAQPNQPQEAGQQLPESTAVPLPSSCRQSFLTNITFLKVLLWLVLLGLFVELEFGLAYFVLSMFYWMYVGTRGPEEKKEGEKSAYSVFNPGCEAIQGTLTAEQLEQELQLRPPQGSRTSPSCSSYP. Result: 1 (interaction).